This data is from Catalyst prediction with 721,799 reactions and 888 catalyst types from USPTO. The task is: Predict which catalyst facilitates the given reaction. Reactant: [N:1]([C:4]1[CH:9]=[CH:8][C:7]([O:10][CH2:11][C:12]([F:15])([F:14])[F:13])=[CH:6][CH:5]=1)=[C:2]=[S:3].[H-].[Na+].[NH2:18]/[C:19](/[N:26]([CH2:38][C:39]1[CH:44]=[CH:43][C:42]([O:45][CH3:46])=[CH:41][C:40]=1[O:47][CH3:48])[CH2:27][C:28]1[CH:33]=[CH:32][C:31]([O:34][CH3:35])=[CH:30][C:29]=1[O:36][CH3:37])=[CH:20]\[C:21](OCC)=[O:22].Cl. Product: [CH3:48][O:47][C:40]1[CH:41]=[C:42]([O:45][CH3:46])[CH:43]=[CH:44][C:39]=1[CH2:38][N:26]([CH2:27][C:28]1[CH:33]=[CH:32][C:31]([O:34][CH3:35])=[CH:30][C:29]=1[O:36][CH3:37])[C:19]1[NH:18][C:2](=[S:3])[N:1]([C:4]2[CH:5]=[CH:6][C:7]([O:10][CH2:11][C:12]([F:13])([F:15])[F:14])=[CH:8][CH:9]=2)[C:21](=[O:22])[CH:20]=1. The catalyst class is: 9.